Dataset: Catalyst prediction with 721,799 reactions and 888 catalyst types from USPTO. Task: Predict which catalyst facilitates the given reaction. (1) Reactant: [C:1]([C:3]1[CH:4]=[C:5]2[C:9](=[CH:10][CH:11]=1)[NH:8][CH:7]=[C:6]2[CH2:12][CH2:13][CH2:14][CH2:15][N:16]1[CH2:21][CH2:20][N:19]([C:22]2[CH:23]=[CH:24][C:25]3[O:29][C:28]([C:30]([NH2:32])=[O:31])=[CH:27][C:26]=3[CH:33]=2)[CH2:18][CH2:17]1)#[N:2].Cl.CC(C)=[O:37]. Product: [C:1]([C:3]1[CH:4]=[C:5]2[C:9](=[CH:10][CH:11]=1)[NH:8][C:7](=[O:37])[CH:6]2[CH2:12][CH2:13][CH2:14][CH2:15][N:16]1[CH2:17][CH2:18][N:19]([C:22]2[CH:23]=[CH:24][C:25]3[O:29][C:28]([C:30]([NH2:32])=[O:31])=[CH:27][C:26]=3[CH:33]=2)[CH2:20][CH2:21]1)#[N:2]. The catalyst class is: 16. (2) Reactant: [C:1]1([C:7]#[C:8][C:9]2[CH:14]=[CH:13][C:12]([CH2:15][C:16](=[O:24])[CH2:17][C:18]3[CH:23]=[CH:22][CH:21]=[CH:20][CH:19]=3)=[CH:11][CH:10]=2)[CH:6]=[CH:5][CH:4]=[CH:3][CH:2]=1.[OH-].[CH2:26]([N+](C)(C)C)[C:27]1[CH:32]=[CH:31][CH:30]=[CH:29][CH:28]=1. Product: [C:1]1([C:7]#[C:8][C:9]2[CH:14]=[CH:13][C:12]([C:15]3[C:16](=[O:24])[C:17]([C:18]4[CH:19]=[CH:20][CH:21]=[CH:22][CH:23]=4)=[C:15]([C:12]4[CH:11]=[CH:10][C:9]([C:8]#[C:7][C:1]5[CH:6]=[CH:5][CH:4]=[CH:3][CH:2]=5)=[CH:14][CH:13]=4)[C:26]=3[C:27]3[CH:32]=[CH:31][C:30]([C:16]#[C:17][C:18]4[CH:23]=[CH:22][CH:21]=[CH:20][CH:19]=4)=[CH:29][CH:28]=3)=[CH:11][CH:10]=2)[CH:2]=[CH:3][CH:4]=[CH:5][CH:6]=1. The catalyst class is: 259. (3) Reactant: [Si:1]([O:8][C:9]1[CH:10]=[C:11]([NH2:16])[C:12]([NH2:15])=[CH:13][CH:14]=1)([C:4]([CH3:7])([CH3:6])[CH3:5])([CH3:3])[CH3:2].Br[CH2:18][C:19]([C:21]1[CH:26]=[CH:25][C:24]([N+:27]([O-:29])=[O:28])=[CH:23][CH:22]=1)=O. Product: [Si:1]([O:8][C:9]1[CH:10]=[C:11]2[C:12]([N:15]=[CH:18][C:19]([C:21]3[CH:22]=[CH:23][C:24]([N+:27]([O-:29])=[O:28])=[CH:25][CH:26]=3)=[N:16]2)=[CH:13][CH:14]=1)([C:4]([CH3:7])([CH3:6])[CH3:5])([CH3:3])[CH3:2]. The catalyst class is: 16.